This data is from Full USPTO retrosynthesis dataset with 1.9M reactions from patents (1976-2016). The task is: Predict the reactants needed to synthesize the given product. (1) The reactants are: C([N:8]1[CH2:35][CH2:34][C:11]2([N:15]([C:16]3[CH:21]=[CH:20][CH:19]=[CH:18][CH:17]=3)[CH2:14][N:13]([CH2:22][CH2:23][CH2:24][O:25][CH2:26][C:27]3[CH:32]=[CH:31][CH:30]=[CH:29][CH:28]=3)[C:12]2=[O:33])[CH2:10][CH2:9]1)(OC(C)(C)C)=O.C(O)(C(F)(F)F)=O.[Cl:43]CCl. Given the product [ClH:43].[CH2:26]([O:25][CH2:24][CH2:23][CH2:22][N:13]1[C:12](=[O:33])[C:11]2([CH2:10][CH2:9][NH:8][CH2:35][CH2:34]2)[N:15]([C:16]2[CH:21]=[CH:20][CH:19]=[CH:18][CH:17]=2)[CH2:14]1)[C:27]1[CH:32]=[CH:31][CH:30]=[CH:29][CH:28]=1, predict the reactants needed to synthesize it. (2) Given the product [CH3:1][C:2]([NH:6][C:5]([NH:4][C:8]1[CH:13]=[CH:12][C:11]([S:14][CH3:15])=[C:10]([C:16]([F:19])([F:18])[F:17])[CH:9]=1)=[O:7])([CH3:21])[C:3]([O:36][C:25]([CH3:31])([CH3:26])[CH3:24])=[O:20], predict the reactants needed to synthesize it. The reactants are: [CH3:1][C:2]1([CH3:21])[NH:6][C:5](=[O:7])[N:4]([C:8]2[CH:13]=[CH:12][C:11]([S:14][CH3:15])=[C:10]([C:16]([F:19])([F:18])[F:17])[CH:9]=2)[C:3]1=[O:20].CS[C:24]1C=CC(N)=[CH:26][C:25]=1[C:31](F)(F)F.C(Cl)(Cl)=[O:36]. (3) Given the product [Cl:30][C:6]1[N:1]=[CH:2][C:3]([C:7]2[CH:8]=[CH:9][C:10]3[N:11]([C:13]([CH:16]=[O:17])=[CH:14][N:15]=3)[CH:12]=2)=[CH:4][CH:5]=1, predict the reactants needed to synthesize it. The reactants are: [N:1]1[CH:6]=[CH:5][CH:4]=[C:3]([C:7]2[CH:8]=[CH:9][C:10]3[N:11]([C:13]([CH:16]=[O:17])=[CH:14][N:15]=3)[CH:12]=2)[CH:2]=1.BrC1C=CC2N(C(C=O)=CN=2)C=1.[Cl:30]C1N=CC(B(O)O)=CC=1. (4) Given the product [F:29][C:30]([F:51])([F:52])[CH2:31][NH:32][C:33]([C:35]1([CH2:48][CH2:49][O:25][C:24]([C@H:21]2[CH2:20][CH2:19][C@H:18]([NH:17][C:15]([C:10]3[C:9]([C:6]4[CH:7]=[CH:8][C:3]([C:2]([F:27])([F:28])[F:1])=[CH:4][CH:5]=4)=[CH:14][CH:13]=[CH:12][CH:11]=3)=[O:16])[CH2:23][CH2:22]2)=[O:26])[C:47]2[CH:46]=[CH:45][CH:44]=[CH:43][C:42]=2[C:41]2[C:36]1=[CH:37][CH:38]=[CH:39][CH:40]=2)=[O:34], predict the reactants needed to synthesize it. The reactants are: [F:1][C:2]([F:28])([F:27])[C:3]1[CH:8]=[CH:7][C:6]([C:9]2[C:10]([C:15]([NH:17][CH:18]3[CH2:23][CH2:22][CH:21]([C:24]([OH:26])=[O:25])[CH2:20][CH2:19]3)=[O:16])=[CH:11][CH:12]=[CH:13][CH:14]=2)=[CH:5][CH:4]=1.[F:29][C:30]([F:52])([F:51])[CH2:31][NH:32][C:33]([C:35]1([CH2:48][CH2:49]O)[C:47]2[CH:46]=[CH:45][CH:44]=[CH:43][C:42]=2[C:41]2[C:36]1=[CH:37][CH:38]=[CH:39][CH:40]=2)=[O:34]. (5) Given the product [CH3:49][O:48][C:45]1[CH:44]=[CH:43][C:42]([C:41]([O:8][CH2:7][C@H:5]2[O:6][C@@H:1]([N:9]3[C:17]4[C:16](=[O:18])[N:15]([CH2:19][O:20][C:21](=[O:26])[C:22]([CH3:24])([CH3:25])[CH3:23])[C:14]([N:27]=[CH:28][N:29]([CH3:31])[CH3:30])=[N:13][C:12]=4[C:11]([C:32]#[C:33][CH3:34])=[CH:10]3)[CH2:2][C@@H:3]2[OH:4])([C:50]2[CH:51]=[CH:52][CH:53]=[CH:54][CH:55]=2)[C:40]2[CH:57]=[CH:58][C:37]([O:36][CH3:35])=[CH:38][CH:39]=2)=[CH:47][CH:46]=1, predict the reactants needed to synthesize it. The reactants are: [C@@H:1]1([N:9]2[C:17]3[C:16](=[O:18])[N:15]([CH2:19][O:20][C:21](=[O:26])[C:22]([CH3:25])([CH3:24])[CH3:23])[C:14]([N:27]=[CH:28][N:29]([CH3:31])[CH3:30])=[N:13][C:12]=3[C:11]([C:32]#[C:33][CH3:34])=[CH:10]2)[O:6][C@H:5]([CH2:7][OH:8])[C@@H:3]([OH:4])[CH2:2]1.[CH3:35][O:36][C:37]1[CH:58]=[CH:57][C:40]([C:41](Cl)([C:50]2[CH:55]=[CH:54][CH:53]=[CH:52][CH:51]=2)[C:42]2[CH:47]=[CH:46][C:45]([O:48][CH3:49])=[CH:44][CH:43]=2)=[CH:39][CH:38]=1.C(Cl)Cl. (6) Given the product [Cl:29][C:26]1[CH:27]=[CH:28][C:23]([CH:10]2[C:5]3[N:6]([CH:7]([CH3:9])[CH3:8])[C:2]([C:36]4[C:37]([O:39][CH3:40])=[N:38][C:33]([O:32][CH3:31])=[N:34][CH:35]=4)=[CH:3][C:4]=3[C:12](=[O:13])[N:11]2[C:14]2[C:15](=[O:22])[N:16]([CH3:21])[CH:17]=[C:18]([Cl:20])[CH:19]=2)=[CH:24][C:25]=1[F:30], predict the reactants needed to synthesize it. The reactants are: Br[C:2]1[N:6]([CH:7]([CH3:9])[CH3:8])[C:5]2[CH:10]([C:23]3[CH:28]=[CH:27][C:26]([Cl:29])=[C:25]([F:30])[CH:24]=3)[N:11]([C:14]3[C:15](=[O:22])[N:16]([CH3:21])[CH:17]=[C:18]([Cl:20])[CH:19]=3)[C:12](=[O:13])[C:4]=2[CH:3]=1.[CH3:31][O:32][C:33]1[N:38]=[C:37]([O:39][CH3:40])[C:36](B(O)O)=[CH:35][N:34]=1.BrC1N(C(C)C)C2C(C3C=CC(Cl)=CC=3)N(C3C=C(Cl)C=CC=3C)C(=O)C=2C=1.COC1C(B2OC(C)(C)C(C)(C)O2)=CN=C(N)N=1. (7) Given the product [CH3:26][N:27]([C:28]1[CH:33]=[CH:32][CH:31]=[CH:30][C:29]=1[CH3:34])[C:8]([C:5]1[C:4]([NH:11][S:12]([C:15]2[CH:20]=[CH:19][C:18]([Cl:21])=[C:17]([C:22]([F:25])([F:23])[F:24])[CH:16]=2)(=[O:13])=[O:14])=[CH:3][C:2]([Cl:1])=[CH:7][N:6]=1)=[O:9], predict the reactants needed to synthesize it. The reactants are: [Cl:1][C:2]1[CH:3]=[C:4]([NH:11][S:12]([C:15]2[CH:20]=[CH:19][C:18]([Cl:21])=[C:17]([C:22]([F:25])([F:24])[F:23])[CH:16]=2)(=[O:14])=[O:13])[C:5]([C:8](O)=[O:9])=[N:6][CH:7]=1.[CH3:26][NH:27][C:28]1[CH:33]=[CH:32][CH:31]=[CH:30][C:29]=1[CH3:34].F[P-](F)(F)(F)(F)F.N1(O[P+](N(C)C)(N(C)C)N(C)C)C2C=CC=CC=2N=N1.CCN(C(C)C)C(C)C. (8) Given the product [N:19]([CH2:22][CH2:23][NH:24][C:3](=[O:5])/[C:2](/[CH3:1])=[CH:6]/[C:7]1[CH:12]=[CH:11][CH:10]=[CH:9][CH:8]=1)=[N+:20]=[N-:21], predict the reactants needed to synthesize it. The reactants are: [CH3:1]/[C:2](=[CH:6]\[C:7]1[CH:12]=[CH:11][CH:10]=[CH:9][CH:8]=1)/[C:3]([OH:5])=O.C(Cl)(=O)C(Cl)=O.[N:19]([CH2:22][CH2:23][NH2:24])=[N+:20]=[N-:21].C(N(CC)CC)C. (9) Given the product [CH:8]([C@@H:10]1[NH:11][CH2:12][CH2:13][N:14]([C:16]([O:18][C:19]([CH3:22])([CH3:21])[CH3:20])=[O:17])[CH2:15]1)=[CH2:9], predict the reactants needed to synthesize it. The reactants are: C([SiH](CC)CC)C.[CH:8]([C@H:10]1[CH2:15][N:14]([C:16]([O:18][C:19]([CH3:22])([CH3:21])[CH3:20])=[O:17])[CH2:13][CH2:12][N:11]1C(OCC1C=CC=CC=1)=O)=[CH2:9].